From a dataset of Full USPTO retrosynthesis dataset with 1.9M reactions from patents (1976-2016). Predict the reactants needed to synthesize the given product. (1) Given the product [CH3:1][N:2]([CH2:6][CH2:7][O:8][C:9](=[O:28])[CH2:10][CH2:11][CH2:12][CH2:13][CH2:14][CH2:15][CH2:16]/[CH:17]=[CH:18]\[CH2:19]/[CH:20]=[CH:21]\[CH2:22][CH2:23][CH2:24][CH2:25][CH3:26])[CH2:3][CH2:4][O:5][C:9](=[O:28])[CH2:10][CH2:11][CH2:12][CH2:13][CH2:14][CH2:15][CH2:16]/[CH:17]=[CH:18]\[CH2:19]/[CH:20]=[CH:21]\[CH2:22][CH2:23][CH2:24][CH2:25][CH3:26], predict the reactants needed to synthesize it. The reactants are: [CH3:1][N:2]([CH2:6][CH2:7][OH:8])[CH2:3][CH2:4][OH:5].[C:9]([OH:28])(=O)[CH2:10][CH2:11][CH2:12][CH2:13][CH2:14][CH2:15][CH2:16]/[CH:17]=[CH:18]\[CH2:19]/[CH:20]=[CH:21]\[CH2:22][CH2:23][CH2:24][CH2:25][CH3:26]. (2) Given the product [N+:15]([C:5]1[CH:4]=[CH:3][C:2]([N:18]2[CH2:23][CH2:22][NH:21][CH2:20][CH2:19]2)=[CH:7][C:6]=1[NH:8][C:9]1[CH:14]=[CH:13][CH:12]=[CH:11][CH:10]=1)([O-:17])=[O:16], predict the reactants needed to synthesize it. The reactants are: Br[C:2]1[CH:3]=[CH:4][C:5]([N+:15]([O-:17])=[O:16])=[C:6]([NH:8][C:9]2[CH:14]=[CH:13][CH:12]=[CH:11][CH:10]=2)[CH:7]=1.[NH:18]1[CH2:23][CH2:22][NH:21][CH2:20][CH2:19]1.O. (3) Given the product [CH3:1][O:2][C:3]1[CH:4]=[C:5]([CH:20]=[CH:21][CH:22]=1)[CH2:6][N:7]1[C:15]2[C:10](=[CH:11][C:12]([NH:16][C:34]([C:32]3[N:33]=[C:29]([C:23]4[CH:28]=[CH:27][CH:26]=[CH:25][CH:24]=4)[O:30][C:31]=3[C:37]([F:39])([F:40])[F:38])=[O:35])=[CH:13][CH:14]=2)[C:9](=[O:19])[NH:8]1, predict the reactants needed to synthesize it. The reactants are: [CH3:1][O:2][C:3]1[CH:4]=[C:5]([CH:20]=[CH:21][CH:22]=1)[CH2:6][N:7]1[C:15]2[C:10](=[CH:11][C:12]([N+:16]([O-])=O)=[CH:13][CH:14]=2)[C:9](=[O:19])[NH:8]1.[C:23]1([C:29]2[O:30][C:31]([C:37]([F:40])([F:39])[F:38])=[C:32]([C:34](O)=[O:35])[N:33]=2)[CH:28]=[CH:27][CH:26]=[CH:25][CH:24]=1.CCN=C=NCCCN(C)C.